Dataset: Catalyst prediction with 721,799 reactions and 888 catalyst types from USPTO. Task: Predict which catalyst facilitates the given reaction. Reactant: [CH:1]1([N:6]2[C:11]3[N:12]=[C:13](S(C)=O)[N:14]=[CH:15][C:10]=3[CH:9]=[C:8]([CH2:19][O:20][C:21](=[O:23])[CH3:22])[C:7]2=[O:24])[CH2:5][CH2:4][CH2:3][CH2:2]1.[C:25]([O:29][C:30]([N:32]1[CH2:37][CH2:36][N:35]([C:38]2[CH:39]=[N:40][C:41]([NH2:44])=[CH:42][CH:43]=2)[CH2:34][CH2:33]1)=[O:31])([CH3:28])([CH3:27])[CH3:26]. Product: [C:25]([O:29][C:30]([N:32]1[CH2:37][CH2:36][N:35]([C:38]2[CH:39]=[N:40][C:41]([NH:44][C:13]3[N:14]=[CH:15][C:10]4[CH:9]=[C:8]([CH2:19][O:20][C:21](=[O:23])[CH3:22])[C:7](=[O:24])[N:6]([CH:1]5[CH2:5][CH2:4][CH2:3][CH2:2]5)[C:11]=4[N:12]=3)=[CH:42][CH:43]=2)[CH2:34][CH2:33]1)=[O:31])([CH3:28])([CH3:26])[CH3:27]. The catalyst class is: 11.